Binary Classification. Given a miRNA mature sequence and a target amino acid sequence, predict their likelihood of interaction. From a dataset of Experimentally validated miRNA-target interactions with 360,000+ pairs, plus equal number of negative samples. (1) The miRNA is hsa-miR-5680 with sequence GAGAAAUGCUGGACUAAUCUGC. The protein sequence of the target gene is MNLFNLDRFRFEKRNKIEEAPEATPQPSQPGPSSPISLSAEEENAEGEVSRANTPDSDITEKTEDSSVPETPDNERKASISYFKNQRGIQYIDLSSDSEDVVSPNCSNTVQEKTFNKDTVIIVSEPSEDEESQGLPTMARRNDDISELEDLSELEDLKDAKLQTLKELFPQRSDNDLLKLIESTSTMDGAIAAALLMFGDAGGGPRKRKLSSSSEPYEEDEFNDDQSIKKTRLDHGEESNESAESSSNWEKQESIVLKLQKEFPNFDKQELREVLKEHEWMYTEALESLKVFAEDQDMQY.... Result: 1 (interaction). (2) The miRNA is hsa-miR-6070 with sequence CCGGUUCCAGUCCCUGGAG. The protein sequence of the target gene is MALSGNCSRYYPREQGSAVPNSFPEVVELNVGGQVYFTRHSTLISIPHSLLWKMFSPKRDTANDLAKDSKGRFFIDRDGFLFRYILDYLRDRQVVLPDHFPEKGRLKREAEYFQLPDLVKLLTPDEIKQSPDEFCHSDFEDASQGSDTRICPPSSLLPADRKWGFITVGYRGSCTLGREGQADAKFRRVPRILVCGRISLAKEVFGETLNESRDPDRAPERYTSRFYLKFKHLERAFDMLSECGFHMVACNSSVTASFINQYTDDKIWSSYTEYVFYREPSRWSPSHCDCCCKNGKGDKE.... Result: 0 (no interaction). (3) The miRNA is hsa-miR-7978 with sequence UCUGGUGUAUAGCGUUGCUCA. The protein sequence of the target gene is MAAAALRDPAQVPVAADLLTDHEEGYVTFEDVAVYFSQEEWRLLDDAQRLLYRNVMLENFTLLASLGLASSKTHEITQLESWEEPFMPAWEVVTSAIPRGCWHGAEAEEAPEQIASVGLLSSNIQQHQKQHCGEKPLKRQEGRVPVLRSCKVHLSEKSLQSREVGKALLISSGVLKHQVTHTGEKSHRSSKSREAFHAGKRHYKCSECGKAFGQKYLLVQHQRLHAGKKTYECSECGKLFRDMSNLFIHQIVHTGERPYGCSNCGKSFSRNAHLIEHQRVHTGEKPFTCSECGKAFRHNS.... Result: 1 (interaction). (4) The miRNA is hsa-miR-630 with sequence AGUAUUCUGUACCAGGGAAGGU. The protein sequence of the target gene is MALHLLLLFGACWVQVASPDSLQRTTMLPSTPHITAPSTSEAQNASPSVSVGSGTVDSKETISPWGQTTIPVSLTPLETTELSSLETSAGASMSTPVPEPTASQEVSSKTSALLPEPSNVASDPPVTAANPVTDGPAANPVTDGTAASTSISKGTSAPPTTVTTSSNETSGPSVATTVSSKTSGPPVTTATGSLGPSSEMHGLPATTATSSVESSSVARGTSVSSRKTSTTSTQDPITTRSPSQESSGMLLVPMLIALVVVLALVALLLLWRQRQKRRTGALTLSGGGKRNGVVDAWAGP.... Result: 0 (no interaction). (5) The miRNA is ath-miR396b-5p with sequence UUCCACAGCUUUCUUGAACUU. The protein sequence of the target gene is MPGIVVFRRRWSVGSDDLVLPAIFLFLLHTTWFVILSVVLFGLVYNPHEACSLNLVDHGRGYLGILLSCMIAEMAIIWLSMRGGILYTEPRDSMQYVLYVRLAILVIEFIYAIVGIVWLTQYYTSCNDLTAKNVTLGMVVCNWVVILSVCITVLCVFDPTGRTFVKLRATKRRQRNLRTYNLRHRLEEGQATSWSRRLKVFLCCTRTKDSQSDAYSEIAYLFAEFFRDLDIVPSDIIAGLVLLRQRQRAKRNAVLDEANNDILAFLSGMPVTRNTKYLDLKNSHEMLRYKEVCYYMLFAL.... Result: 0 (no interaction). (6) Result: 0 (no interaction). The protein sequence of the target gene is MARGGAGRAVALGLVLRLLFGLRTGLEAAPAPAHTRVQVSGSRADSCPTDTFQCLTSGYCVPLSWRCDGDQDCSDGSDEEDCRIESCAQNGQCQPQSALPCSCDNISGCSDVSDKNLNCSRPPCQESELHCILDDVCIPHTWRCDGHPDCLDSSDELSCDTDTEIDKIFQEENATTTRISTTMENETSFRNVTFTSAGDSSRNPSAYGVIAAAGVLSAILVSATLLILLRLRGQGYLPPPGLLVAVKESLLLSERKTSLI. The miRNA is cel-miR-355-5p with sequence UUUGUUUUAGCCUGAGCUAUG. (7) The miRNA is hsa-miR-125b-2-3p with sequence UCACAAGUCAGGCUCUUGGGAC. The protein sequence of the target gene is MDLKLKDCEFWYSLHGQVPGLLDWDMRNELFLPCTTDQCSLAEQILAKYRVGVMKPPEMPQKRRPSPDGDGPPCEPNLWMWVDPNILCPLGSQEAPKPSGKEDLTNISPFPQPPQKDEGSNCSEDKVVESLPSSSSEQSPLQKQGIHSPSDFELTEEEAEEPDDNSLQSPEMKCYQSQKLWQINNQEKSWQRPPLNCSHLIALALRNNPHCGLSVQEIYNFTRQHFPFFWTAPDGWKSTIHYNLCFLDSFEKVPDSLKDEDNARPRSCLWKLTKEGHRRFWEETRVLAFAQRERIQECMS.... Result: 1 (interaction). (8) The miRNA is hsa-miR-6836-5p with sequence CGCAGGGCCCUGGCGCAGGCAU. The protein sequence of the target gene is MAAATRGCRPWGSLLGLLGLVSAAAAAWDLASLRCTLGAFCECDFRPDLPGLECDLAQHLAGQHLAKALVVKALKAFVRDPAPTKPLVLSLHGWTGTGKSYVSSLLAHYLFQGGLRSPRVHHFSPVLHFPHPSHIERYKKDLKSWVQGNLTACGRSLFLFDEMDKMPPGLMEVLRPFLGSSWVVYGTNYRKAIFIFIRWLLKLGHHGRAPPRRSGALPPAPAAPRPALRAQRAGPAGPGAKG. Result: 1 (interaction). (9) The miRNA is rno-miR-200c-3p with sequence UAAUACUGCCGGGUAAUGAUG. The protein sequence of the target gene is MKTLQSTLLLLLLVPLIKPAPPTQQDSRIIYDYGTDNFEESIFSQDYEDKYLDGKNIKEKETVIIPNEKSLQLQKDEAITPLPPKKENDEMPTCLLCVCLSGSVYCEEVDIDAVPPLPKESAYLYARFNKIKKLTAKDFADIPNLRRLDFTGNLIEDIEDGTFSKLSLLEELSLAENQLLKLPVLPPKLTLFNAKYNKIKSRGIKANAFKKLNNLTFLYLDHNALESVPLNLPESLRVIHLQFNNIASITDDTFCKANDTSYIRDRIEEIRLEGNPIVLGKHPNSFICLKRLPIGSYF. Result: 0 (no interaction).